This data is from Peptide-MHC class I binding affinity with 185,985 pairs from IEDB/IMGT. The task is: Regression. Given a peptide amino acid sequence and an MHC pseudo amino acid sequence, predict their binding affinity value. This is MHC class I binding data. (1) The peptide sequence is DPRVRGLYF. The MHC is Patr-A0701 with pseudo-sequence Patr-A0701. The binding affinity (normalized) is 0.177. (2) The peptide sequence is LLGCIITSL. The MHC is HLA-A02:02 with pseudo-sequence HLA-A02:02. The binding affinity (normalized) is 0.596. (3) The MHC is HLA-B15:01 with pseudo-sequence HLA-B15:01. The binding affinity (normalized) is 0.0847. The peptide sequence is ARWLASTPL. (4) The peptide sequence is IMKVVNRWL. The binding affinity (normalized) is 0.0847. The MHC is HLA-B27:05 with pseudo-sequence HLA-B27:05. (5) The peptide sequence is PYLFWLAAI. The MHC is HLA-A30:02 with pseudo-sequence HLA-A30:02. The binding affinity (normalized) is 0. (6) The peptide sequence is DEYGPVFVE. The MHC is HLA-B57:01 with pseudo-sequence HLA-B57:01. The binding affinity (normalized) is 0.0847. (7) The peptide sequence is YLSKEDRII. The MHC is HLA-A02:06 with pseudo-sequence HLA-A02:06. The binding affinity (normalized) is 0.144.